Dataset: Full USPTO retrosynthesis dataset with 1.9M reactions from patents (1976-2016). Task: Predict the reactants needed to synthesize the given product. Given the product [F:1][C:2]1[CH:7]=[CH:6][CH:5]=[CH:4][C:3]=1[C:8]1[CH:13]=[C:12]([C:14]2[N:15]=[C:16]([C:20]3[CH:21]=[N:22][N:23]([CH2:25][CH2:26][OH:27])[CH:24]=3)[CH:17]=[N:18][CH:19]=2)[CH:11]=[CH:10][N:9]=1, predict the reactants needed to synthesize it. The reactants are: [F:1][C:2]1[CH:7]=[CH:6][CH:5]=[CH:4][C:3]=1[C:8]1[CH:13]=[C:12]([C:14]2[CH:19]=[N:18][CH:17]=[C:16]([C:20]3[CH:21]=[N:22][N:23]([CH2:25][CH2:26][O:27]C4CCCCO4)[CH:24]=3)[N:15]=2)[CH:11]=[CH:10][N:9]=1.Cl.